From a dataset of Reaction yield outcomes from USPTO patents with 853,638 reactions. Predict the reaction yield, written as a fraction of the theoretical maximum amount of product (1.0 means a 100% yield; for example, 0.34 means a 34% yield). (1) The catalyst is C1COCC1. The yield is 0.370. The reactants are [Cl:1][C:2]1[C:11]2[C:6](=[CH:7][CH:8]=[CH:9][CH:10]=2)[N:5]=[C:4]([C:12]([O:14]CC)=O)[N:3]=1.[Cl:17][C:18]1[CH:19]=[C:20]([Mg]Br)[CH:21]=[CH:22][C:23]=1[F:24].C1COCC1. The product is [Cl:17][C:18]1[CH:19]=[C:20]([C:12]([C:4]2[N:3]=[C:2]([Cl:1])[C:11]3[C:6](=[CH:7][CH:8]=[CH:9][CH:10]=3)[N:5]=2)=[O:14])[CH:21]=[CH:22][C:23]=1[F:24]. (2) The reactants are C(OC(=O)[NH:7][C:8]1[CH:13]=[CH:12][CH:11]=[C:10]([C:14]2[CH:19]=[CH:18][C:17]([CH2:20][NH:21][S:22]([CH3:25])(=[O:24])=[O:23])=[CH:16][CH:15]=2)[N:9]=1)(C)(C)C. The catalyst is Cl.CO. The product is [NH2:7][C:8]1[N:9]=[C:10]([C:14]2[CH:15]=[CH:16][C:17]([CH2:20][NH:21][S:22]([CH3:25])(=[O:24])=[O:23])=[CH:18][CH:19]=2)[CH:11]=[CH:12][CH:13]=1. The yield is 0.800. (3) The reactants are [F:1][C:2]1[CH:3]=[C:4]([CH:10]2[C:18]3[O:17][C:16](=O)[NH:15][C:14](=[O:20])[C:13]=3[CH2:12][CH2:11]2)[CH:5]=[C:6]([F:9])[C:7]=1[F:8].[OH-].[NH4+:22]. No catalyst specified. The product is [F:1][C:2]1[CH:3]=[C:4]([CH:10]2[C:18]3[NH:22][C:16](=[O:17])[NH:15][C:14](=[O:20])[C:13]=3[CH2:12][CH2:11]2)[CH:5]=[C:6]([F:9])[C:7]=1[F:8]. The yield is 1.06. (4) The reactants are C(=O)([O-])[O-].[K+].[K+].Cl.[CH3:8][O:9][C:10]([CH:12]1[CH2:18][CH:17]2[NH:19][CH:14]([CH2:15][CH2:16]2)[CH2:13]1)=[O:11].Br[CH:21]([C:24]1[CH:25]=[C:26]2[C:31](=[CH:32][CH:33]=1)[C:30]([CH:34]([F:36])[F:35])=[C:29]([O:37][C@H:38]1[CH2:43][CH2:42][C@@H:41]([CH3:44])[CH2:40][CH2:39]1)[CH:28]=[CH:27]2)[CH2:22][CH3:23].CN(C=O)C. No catalyst specified. The product is [F:35][CH:34]([F:36])[C:30]1[C:29]([O:37][C@H:38]2[CH2:43][CH2:42][C@@H:41]([CH3:44])[CH2:40][CH2:39]2)=[CH:28][CH:27]=[C:26]2[C:31]=1[CH:32]=[CH:33][C:24]([CH:21]([N:19]1[CH:14]3[CH2:15][CH2:16][CH:17]1[CH2:18][CH:12]([C:10]([O:9][CH3:8])=[O:11])[CH2:13]3)[CH2:22][CH3:23])=[CH:25]2. The yield is 0.440.